From a dataset of Peptide-MHC class I binding affinity with 185,985 pairs from IEDB/IMGT. Regression. Given a peptide amino acid sequence and an MHC pseudo amino acid sequence, predict their binding affinity value. This is MHC class I binding data. (1) The peptide sequence is RVDKLTQGR. The MHC is HLA-A69:01 with pseudo-sequence HLA-A69:01. The binding affinity (normalized) is 0.0847. (2) The MHC is HLA-A30:01 with pseudo-sequence HLA-A30:01. The binding affinity (normalized) is 0. The peptide sequence is RPPIFIRRL. (3) The peptide sequence is EFKSRFFVM. The MHC is HLA-B58:01 with pseudo-sequence HLA-B58:01. The binding affinity (normalized) is 0.0847. (4) The peptide sequence is FSNTIQSYK. The MHC is HLA-A33:01 with pseudo-sequence HLA-A33:01. The binding affinity (normalized) is 0.297. (5) The peptide sequence is AAMQRKLEK. The MHC is HLA-A68:01 with pseudo-sequence HLA-A68:01. The binding affinity (normalized) is 0. (6) The peptide sequence is KIDVVGIEW. The MHC is HLA-A26:01 with pseudo-sequence HLA-A26:01. The binding affinity (normalized) is 0.0847. (7) The peptide sequence is RFPITNNII. The MHC is HLA-A24:02 with pseudo-sequence HLA-A24:02. The binding affinity (normalized) is 0.338.